This data is from Full USPTO retrosynthesis dataset with 1.9M reactions from patents (1976-2016). The task is: Predict the reactants needed to synthesize the given product. Given the product [F:21][C:5]1[C:6]([NH:8][CH:9]2[CH2:17][CH:16]3[N:12]([C:13](=[O:18])[CH2:14][CH2:15]3)[C:11]([CH3:20])([CH3:19])[CH2:10]2)=[N:7][C:2]([NH:22][C:23]2[C:24]([F:39])=[CH:25][C:26]([CH:36]3[CH2:38][CH2:37]3)=[C:27]([N:29]3[C:33](=[O:34])[N:32]([CH3:35])[N:31]=[N:30]3)[CH:28]=2)=[N:3][CH:4]=1, predict the reactants needed to synthesize it. The reactants are: Cl[C:2]1[N:7]=[C:6]([NH:8][CH:9]2[CH2:17][CH:16]3[N:12]([C:13](=[O:18])[CH2:14][CH2:15]3)[C:11]([CH3:20])([CH3:19])[CH2:10]2)[C:5]([F:21])=[CH:4][N:3]=1.[NH2:22][C:23]1[C:24]([F:39])=[CH:25][C:26]([CH:36]2[CH2:38][CH2:37]2)=[C:27]([N:29]2[C:33](=[O:34])[N:32]([CH3:35])[N:31]=[N:30]2)[CH:28]=1.